Dataset: CYP3A4 inhibition data for predicting drug metabolism from PubChem BioAssay. Task: Regression/Classification. Given a drug SMILES string, predict its absorption, distribution, metabolism, or excretion properties. Task type varies by dataset: regression for continuous measurements (e.g., permeability, clearance, half-life) or binary classification for categorical outcomes (e.g., BBB penetration, CYP inhibition). Dataset: cyp3a4_veith. (1) The molecule is CN(C)C(=O)c1ccc(-c2ccc3ncnc(NCc4ccccc4)c3c2)cc1. The result is 1 (inhibitor). (2) The drug is COc1ccc(-n2c(=O)c(-c3cn(C)c4ccccc34)nc3cnc(OC)nc32)cc1. The result is 1 (inhibitor). (3) The molecule is C=CCO[C@@H](Cn1ccnc1)c1ccc(Cl)cc1Cl. The result is 1 (inhibitor). (4) The drug is CC(=O)N[C@@H](CC(C)C)C(=O)O. The result is 0 (non-inhibitor). (5) The molecule is NCc1nnn(Cc2ccccc2)c1N.O=P(O)(O)O. The result is 0 (non-inhibitor).